From a dataset of Catalyst prediction with 721,799 reactions and 888 catalyst types from USPTO. Predict which catalyst facilitates the given reaction. (1) Reactant: [CH2:1]([NH:4][CH2:5][CH:6]=[CH2:7])[CH:2]=[CH2:3].[F:8][C:9]([F:20])([C:16]([F:19])([F:18])[F:17])[C:10]([F:15])([F:14])[C:11](Cl)=[O:12]. Product: [F:14][C:10]([F:15])([C:9]([F:20])([F:8])[C:16]([F:19])([F:18])[F:17])[C:11]([N:4]([CH2:5][CH:6]=[CH2:7])[CH2:1][CH:2]=[CH2:3])=[O:12]. The catalyst class is: 4. (2) The catalyst class is: 7. Reactant: [Br:1][C:2]1[CH:3]=[C:4]2[C:10]([CH:11]([OH:26])[C:12]3[CH:13]=[C:14]([NH:19][S:20]([CH2:23][CH2:24][CH3:25])(=[O:22])=[O:21])[CH:15]=[CH:16][C:17]=3[F:18])=[CH:9][NH:8][C:5]2=[N:6][CH:7]=1.CC(OI1(OC(C)=O)(OC(C)=O)OC(=O)C2C=CC=CC1=2)=O. Product: [Br:1][C:2]1[CH:3]=[C:4]2[C:10]([C:11]([C:12]3[CH:13]=[C:14]([NH:19][S:20]([CH2:23][CH2:24][CH3:25])(=[O:22])=[O:21])[CH:15]=[CH:16][C:17]=3[F:18])=[O:26])=[CH:9][NH:8][C:5]2=[N:6][CH:7]=1. (3) Reactant: [CH3:1][N:2]([CH3:16])[C:3]1([C:10]2[CH:15]=[CH:14][CH:13]=[CH:12][CH:11]=2)[CH2:8][CH2:7][C:6](=O)[CH2:5][CH2:4]1.[CH2:17]([NH2:24])[C:18]1[CH:23]=[CH:22][CH:21]=[CH:20][CH:19]=1.C(O)(=O)C.[OH-].[Na+]. Product: [CH2:17]([NH:24][CH:6]1[CH2:7][CH2:8][C:3]([C:10]2[CH:15]=[CH:14][CH:13]=[CH:12][CH:11]=2)([N:2]([CH3:16])[CH3:1])[CH2:4][CH2:5]1)[C:18]1[CH:23]=[CH:22][CH:21]=[CH:20][CH:19]=1. The catalyst class is: 7. (4) Reactant: [OH:1][C:2]1[C:10]([CH3:11])=[CH:9][C:5]([C:6]([OH:8])=[O:7])=[CH:4][C:3]=1[CH3:12].C(=O)([O-])[O-].[K+].[K+].Br[CH2:20][CH2:21][CH2:22][CH2:23][CH2:24][CH3:25].O. Product: [CH2:20]([O:7][C:6](=[O:8])[C:5]1[CH:4]=[C:3]([CH3:12])[C:2]([O:1][CH2:9][CH2:10][CH2:2][CH2:3][CH2:4][CH3:5])=[C:10]([CH3:11])[CH:9]=1)[CH2:21][CH2:22][CH2:23][CH2:24][CH3:25]. The catalyst class is: 80. (5) Product: [NH2:34][C@H:29]([CH2:30][CH:31]([CH3:33])[CH3:32])[C:28]([N:25]1[CH2:24][CH2:23][CH:22]([N:13]2[N:12]=[C:11]([C:5]3[CH:6]=[CH:7][C:8]([O:9][CH3:10])=[C:3]([O:2][CH3:1])[CH:4]=3)[C@@H:20]3[C@@H:15]([CH2:16][CH2:17][CH2:18][CH2:19]3)[C:14]2=[O:21])[CH2:27][CH2:26]1)=[O:42]. Reactant: [CH3:1][O:2][C:3]1[CH:4]=[C:5]([C:11]2[C@@H:20]3[C@@H:15]([CH2:16][CH2:17][CH2:18][CH2:19]3)[C:14](=[O:21])[N:13]([CH:22]3[CH2:27][CH2:26][N:25]([C:28](=[O:42])[C@H:29]([NH:34]C(=O)OC(C)(C)C)[CH2:30][CH:31]([CH3:33])[CH3:32])[CH2:24][CH2:23]3)[N:12]=2)[CH:6]=[CH:7][C:8]=1[O:9][CH3:10]. The catalyst class is: 89. (6) Reactant: Cl[C:2]1[N:3]=[CH:4][C:5]2[CH:11]=[C:10]([C:12]3[CH:17]=[CH:16][C:15]([C:18]4[C:23]([CH3:24])=[N:22][CH:21]=[CH:20][N:19]=4)=[CH:14][C:13]=3[CH3:25])[C:9](=[O:26])[N:8]([CH2:27][CH3:28])[C:6]=2[N:7]=1.[O:29]1[CH2:34][CH2:33][CH:32]([NH2:35])[CH2:31][CH2:30]1. Product: [CH2:27]([N:8]1[C:6]2[N:7]=[C:2]([NH:35][CH:32]3[CH2:33][CH2:34][O:29][CH2:30][CH2:31]3)[N:3]=[CH:4][C:5]=2[CH:11]=[C:10]([C:12]2[CH:17]=[CH:16][C:15]([C:18]3[C:23]([CH3:24])=[N:22][CH:21]=[CH:20][N:19]=3)=[CH:14][C:13]=2[CH3:25])[C:9]1=[O:26])[CH3:28]. The catalyst class is: 32. (7) Reactant: [CH3:1][N:2]([CH2:4][C:5]1[C:13]2[O:12][N:11]=[C:10]([CH2:14][CH2:15][CH:16]3[CH2:21][CH2:20][NH:19][CH2:18][CH2:17]3)[C:9]=2[CH:8]=[CH:7][C:6]=1[CH2:22][O:23][C:24]1[CH:31]=[CH:30][C:27]([C:28]#[N:29])=[CH:26][CH:25]=1)[CH3:3].[CH:32](=O)[C:33]1[CH:38]=[CH:37][CH:36]=[CH:35][CH:34]=1.C(O[BH-](OC(=O)C)OC(=O)C)(=O)C.[Na+].C(=O)(O)[O-].[Na+].C(=O)([O-])[O-].[Na+].[Na+]. Product: [CH2:32]([N:19]1[CH2:20][CH2:21][CH:16]([CH2:15][CH2:14][C:10]2[C:9]3[CH:8]=[CH:7][C:6]([CH2:22][O:23][C:24]4[CH:25]=[CH:26][C:27]([C:28]#[N:29])=[CH:30][CH:31]=4)=[C:5]([CH2:4][N:2]([CH3:3])[CH3:1])[C:13]=3[O:12][N:11]=2)[CH2:17][CH2:18]1)[C:33]1[CH:38]=[CH:37][CH:36]=[CH:35][CH:34]=1. The catalyst class is: 322.